From a dataset of Reaction yield outcomes from USPTO patents with 853,638 reactions. Predict the reaction yield, written as a fraction of the theoretical maximum amount of product (1.0 means a 100% yield; for example, 0.34 means a 34% yield). The reactants are [CH3:1][C:2]1([CH3:15])[NH:7][C:6](=[O:8])[CH:5](C(OCC)=O)[C:4](=[O:14])[CH2:3]1. The catalyst is C(#N)C.O. The product is [CH3:1][C:2]1([CH3:15])[NH:7][C:6](=[O:8])[CH2:5][C:4](=[O:14])[CH2:3]1. The yield is 0.850.